From a dataset of Forward reaction prediction with 1.9M reactions from USPTO patents (1976-2016). Predict the product of the given reaction. (1) Given the reactants Br[C:2]1[CH:10]=[CH:9][C:8]([O:11][CH3:12])=[C:7]2[C:3]=1[CH:4]=[CH:5][N:6]2[C:13]([O:15][C:16]([CH3:19])([CH3:18])[CH3:17])=[O:14].[CH3:20][C:21]1([CH3:37])[C:25]([CH3:27])([CH3:26])[O:24][B:23]([B:23]2[O:24][C:25]([CH3:27])([CH3:26])[C:21]([CH3:37])([CH3:20])[O:22]2)[O:22]1.C([O-])(=O)C.[K+], predict the reaction product. The product is: [CH3:12][O:11][C:8]1[CH:9]=[CH:10][C:2]([B:23]2[O:24][C:25]([CH3:27])([CH3:26])[C:21]([CH3:37])([CH3:20])[O:22]2)=[C:3]2[C:7]=1[N:6]([C:13]([O:15][C:16]([CH3:19])([CH3:18])[CH3:17])=[O:14])[CH:5]=[CH:4]2. (2) The product is: [CH3:2][C@@H:3]([NH:14][CH2:15][CH2:16][CH2:17][C:18]1[CH:19]=[CH:20][CH:21]=[C:22]([C:24]([F:25])([F:26])[F:27])[CH:23]=1)[C:4]1[CH:5]=[CH:6][CH:7]=[C:8]2[CH:13]=[CH:12][CH:11]=[CH:10][C:9]=12. Given the reactants O.[CH3:2][C@@H:3]([NH:14][CH2:15][CH2:16][CH2:17][C:18]1[CH:19]=[CH:20][CH:21]=[C:22]([C:24]([F:27])([F:26])[F:25])[CH:23]=1)[C:4]1[CH:5]=[CH:6][CH:7]=[C:8]2[CH:13]=[CH:12][CH:11]=[CH:10][C:9]=12.C1(C)C=CC(C([C@@](C([O-])=O)(O)[C@@](C(C2C=CC(C)=CC=2)=O)(O)C([O-])=O)=O)=CC=1.[OH-].[Na+], predict the reaction product. (3) Given the reactants [F:1][C:2]([F:28])([F:27])[C:3]1[CH:8]=[CH:7][C:6]([C:9]2[C:10]([C:15]([NH:17][C:18]3[CH:19]=[C:20]([C:24](O)=[O:25])[N:21]([CH3:23])[CH:22]=3)=[O:16])=[CH:11][CH:12]=[CH:13][CH:14]=2)=[CH:5][CH:4]=1.[NH2:29][CH2:30][CH:31]1[CH2:36][CH2:35][CH:34]([C:37]([O:39][CH3:40])=[O:38])[CH2:33][CH2:32]1.CN(C(ON1N=NC2C=CC=CC1=2)=[N+](C)C)C.[B-](F)(F)(F)F.C(N(CC)CC)C, predict the reaction product. The product is: [CH3:40][O:39][C:37]([CH:34]1[CH2:35][CH2:36][CH:31]([CH2:30][NH:29][C:24]([C:20]2[N:21]([CH3:23])[CH:22]=[C:18]([NH:17][C:15]([C:10]3[C:9]([C:6]4[CH:7]=[CH:8][C:3]([C:2]([F:27])([F:1])[F:28])=[CH:4][CH:5]=4)=[CH:14][CH:13]=[CH:12][CH:11]=3)=[O:16])[CH:19]=2)=[O:25])[CH2:32][CH2:33]1)=[O:38]. (4) Given the reactants [H-].[Na+].[C:3]1([CH2:9][CH2:10][C:11]([O:13][CH2:14][CH3:15])=[O:12])[CH:8]=[CH:7][CH:6]=[CH:5][CH:4]=1.[CH:16](OCC)=[O:17].C(O)(=O)CC(CC(O)=O)(C(O)=O)O, predict the reaction product. The product is: [CH:16]([CH:10]([CH2:9][C:3]1[CH:8]=[CH:7][CH:6]=[CH:5][CH:4]=1)[C:11]([O:13][CH2:14][CH3:15])=[O:12])=[O:17]. (5) The product is: [Br:1][C:2]1[CH:3]=[C:4]2[C:8](=[CH:9][CH:10]=1)[N:7]([CH2:25][C:24]1[CH:27]=[CH:28][C:21]([CH:18]([CH3:20])[CH3:19])=[CH:22][CH:23]=1)[C:6]([C:11]([O:13][CH2:14][CH3:15])=[O:12])=[CH:5]2. Given the reactants [Br:1][C:2]1[CH:3]=[C:4]2[C:8](=[CH:9][CH:10]=1)[NH:7][C:6]([C:11]([O:13][CH2:14][CH3:15])=[O:12])=[CH:5]2.[H-].[Na+].[CH:18]([C:21]1[CH:28]=[CH:27][C:24]([CH2:25]Br)=[CH:23][CH:22]=1)([CH3:20])[CH3:19], predict the reaction product. (6) Given the reactants [H-].[Na+].[CH:3]1([C:6]2[CH:10]=[CH:9][NH:8][N:7]=2)[CH2:5][CH2:4]1.[Br:11][C:12]1[C:13](Cl)=[N:14][C:15]([NH:18][C:19]2[CH:24]=[C:23]([O:25][CH3:26])[CH:22]=[C:21]([O:27][CH3:28])[CH:20]=2)=[N:16][CH:17]=1.BrC1C(Cl)=CC(NC2C=C(OC)C=C(OC)C=2)=NC=1, predict the reaction product. The product is: [Br:11][C:12]1[C:17]([N:8]2[CH:9]=[CH:10][C:6]([CH:3]3[CH2:5][CH2:4]3)=[N:7]2)=[N:16][C:15]([NH:18][C:19]2[CH:20]=[C:21]([O:27][CH3:28])[CH:22]=[C:23]([O:25][CH3:26])[CH:24]=2)=[N:14][CH:13]=1. (7) The product is: [Br:48][CH2:49][CH2:50][NH:51][C:19]([C:18]1[CH:17]=[C:16]([CH2:15][CH2:14][CH:11]2[CH2:10][CH2:9][N:8]([C:6]([O:5][C:1]([CH3:2])([CH3:3])[CH3:4])=[O:7])[CH2:13][CH2:12]2)[CH:24]=[CH:23][CH:22]=1)=[O:20]. Given the reactants [C:1]([O:5][C:6]([N:8]1[CH2:13][CH2:12][CH:11]([CH2:14][CH2:15][C:16]2[CH:17]=[C:18]([CH:22]=[CH:23][CH:24]=2)[C:19](O)=[O:20])[CH2:10][CH2:9]1)=[O:7])([CH3:4])([CH3:3])[CH3:2].Cl.CN(C)CCCN=C=NCC.ON1C2C=CC=CC=2N=N1.Br.[Br:48][CH2:49][CH2:50][NH2:51].C(=O)([O-])O.[Na+], predict the reaction product. (8) The product is: [Br:1][C:2]1[C:3]([N:26]2[CH2:27][C:24]([OH:28])([CH3:23])[CH2:25]2)=[N:4][CH:5]=[C:6]([CH:21]=1)[C:7]([NH:9][C:10]1[CH:15]=[CH:14][C:13]([O:16][C:17]([F:20])([F:19])[F:18])=[CH:12][CH:11]=1)=[O:8]. Given the reactants [Br:1][C:2]1[C:3](Cl)=[N:4][CH:5]=[C:6]([CH:21]=1)[C:7]([NH:9][C:10]1[CH:15]=[CH:14][C:13]([O:16][C:17]([F:20])([F:19])[F:18])=[CH:12][CH:11]=1)=[O:8].[CH3:23][C:24]1([OH:28])[CH2:27][NH:26][CH2:25]1.CCN(C(C)C)C(C)C, predict the reaction product. (9) Given the reactants [CH3:1][N:2]([C:29]([O:31][C:32]([CH3:35])([CH3:34])[CH3:33])=[O:30])[CH:3]([CH3:28])[C:4]([NH:6][C:7]1[N:12]=[C:11]([C:13]#[C:14][C:15]2[CH:24]=[CH:23][C:22]3[C:17](=[CH:18][CH:19]=[CH:20][CH:21]=3)[CH:16]=2)[C:10](B(O)O)=[CH:9][CH:8]=1)=[O:5].Br[C:37]1[C:38]([CH3:44])=[N:39][CH:40]=[N:41][C:42]=1[CH3:43].C([O-])([O-])=O.[Na+].[Na+].O1CCOCC1, predict the reaction product. The product is: [C:32]([O:31][C:29](=[O:30])[N:2]([CH:3]([CH3:28])[C:4]([NH:6][C:7]1[CH:8]=[CH:9][C:10]([C:37]2[C:38]([CH3:44])=[N:39][CH:40]=[N:41][C:42]=2[CH3:43])=[C:11]([C:13]#[C:14][C:15]2[CH:24]=[CH:23][C:22]3[C:17](=[CH:18][CH:19]=[CH:20][CH:21]=3)[CH:16]=2)[N:12]=1)=[O:5])[CH3:1])([CH3:35])([CH3:34])[CH3:33].